Dataset: Catalyst prediction with 721,799 reactions and 888 catalyst types from USPTO. Task: Predict which catalyst facilitates the given reaction. (1) Reactant: [C:1]([O:5][C:6](=[O:23])[NH:7][CH:8]([CH2:19][CH:20]([CH3:22])[CH3:21])[C:9]([NH:11][C:12]1[CH:17]=[CH:16][C:15](Br)=[CH:14][CH:13]=1)=[O:10])([CH3:4])([CH3:3])[CH3:2].C(=O)([O-])[O-].[Cs+].[Cs+].[N:30]1[CH:35]=[CH:34][C:33](B(O)O)=[CH:32][CH:31]=1. Product: [C:1]([O:5][C:6](=[O:23])[NH:7][C@H:8]([CH2:19][CH:20]([CH3:22])[CH3:21])[C:9](=[O:10])[NH:11][C:12]1[CH:17]=[CH:16][C:15]([C:33]2[CH:34]=[CH:35][N:30]=[CH:31][CH:32]=2)=[CH:14][CH:13]=1)([CH3:4])([CH3:3])[CH3:2]. The catalyst class is: 70. (2) Reactant: Cl.[F:2][C:3]1([C:9]([OH:11])=[O:10])[CH2:8][CH2:7][NH:6][CH2:5][CH2:4]1.[CH3:12][CH2:13]N(C(C)C)C(C)C.[Br:21][C:22]1[CH:23]=[N:24][C:25](Cl)=[N:26][CH:27]=1.CCCCCC. Product: [Br:21][C:22]1[CH:23]=[N:24][C:25]([N:6]2[CH2:7][CH2:8][C:3]([F:2])([C:9]([O:11][CH2:12][CH3:13])=[O:10])[CH2:4][CH2:5]2)=[N:26][CH:27]=1. The catalyst class is: 14. (3) Product: [F:38][C:37]([F:40])([F:39])[C:36]([C:7]1[C:8]2[O:13][CH2:12][CH:11]([C:14]([F:17])([F:15])[F:16])[N:10]([CH2:18][C:19]([F:22])([F:21])[F:20])[C:9]=2[CH:23]=[CH:24][C:6]=1[NH:5][C:3](=[O:4])[C:2]([CH3:26])([CH3:25])[CH3:1])=[O:35]. Reactant: [CH3:1][C:2]([CH3:26])([CH3:25])[C:3]([NH:5][C:6]1[CH:24]=[CH:23][C:9]2[N:10]([CH2:18][C:19]([F:22])([F:21])[F:20])[CH:11]([C:14]([F:17])([F:16])[F:15])[CH2:12][O:13][C:8]=2[CH:7]=1)=[O:4].C([Li])(C)(C)C.C([O:35][CH2:36][C:37]([F:40])([F:39])[F:38])(=O)C. The catalyst class is: 27. (4) Reactant: [CH3:1][C:2]1[CH:3]=[CH:4][CH:5]=[C:6]2[C:10]=1[C:9](=[O:11])[CH2:8][CH2:7]2.[B-](F)(F)(F)[F:13].[B-](F)(F)(F)F.C1[N+]2(CCl)CC[N+](F)(CC2)C1. Product: [F:13][CH:8]1[CH2:7][C:6]2[C:10](=[C:2]([CH3:1])[CH:3]=[CH:4][CH:5]=2)[C:9]1=[O:11]. The catalyst class is: 5. (5) Reactant: C(OC([NH:8][C:9]1([C@@H:12]2[CH2:16][CH2:15][NH:14][CH2:13]2)[CH2:11][CH2:10]1)=O)(C)(C)C.C(N(CC)CC)C.CS(C)=O.[NH2:28][C:29]1[CH:38]=[C:37](F)[C:36]([O:40][CH3:41])=[C:35]2[C:30]=1[C:31](=[O:49])[C:32]([C:46]([OH:48])=[O:47])=[CH:33][N:34]2[C@@H:42]1[CH2:44][C@@H:43]1[F:45]. Product: [NH2:28][C:29]1[CH:38]=[C:37]([N:14]2[CH2:15][CH2:16][C@@H:12]([C:9]3([NH2:8])[CH2:10][CH2:11]3)[CH2:13]2)[C:36]([O:40][CH3:41])=[C:35]2[C:30]=1[C:31](=[O:49])[C:32]([C:46]([OH:48])=[O:47])=[CH:33][N:34]2[C@@H:42]1[CH2:44][C@@H:43]1[F:45]. The catalyst class is: 22. (6) Product: [Cl:20][C:17]1[N:16]=[CH:15][C:14]([N:11]2[CH2:10][CH2:9][NH:8][CH2:13][CH2:12]2)=[CH:19][CH:18]=1. Reactant: C(OC([N:8]1[CH2:13][CH2:12][N:11]([C:14]2[CH:15]=[N:16][C:17]([Cl:20])=[CH:18][CH:19]=2)[CH2:10][CH2:9]1)=O)(C)(C)C.C(O)(C(F)(F)F)=O. The catalyst class is: 2. (7) Product: [N:12]([CH2:2][CH2:3][CH2:4][O:5][CH:6]1[CH2:11][CH2:10][CH2:9][CH2:8][O:7]1)=[N+:13]=[N-:14]. The catalyst class is: 3. Reactant: Cl[CH2:2][CH2:3][CH2:4][O:5][CH:6]1[CH2:11][CH2:10][CH2:9][CH2:8][O:7]1.[N-:12]=[N+:13]=[N-:14].[Na+].[I-].[K+].CCOCC.O. (8) Reactant: [CH:1]([O:8]CC)([O:5][CH2:6][CH3:7])OCC.[C:11]([CH2:13][C:14]([O:16][CH2:17][CH3:18])=O)#[N:12]. Product: [C:11]([C:13](=[CH:14][O:16][CH2:17][CH3:18])[C:1]([O:5][CH2:6][CH3:7])=[O:8])#[N:12]. The catalyst class is: 152. (9) Reactant: [Br:1][C:2]([CH3:29])([CH3:28])[C:3]([NH:5][C:6]1[S:7][C:8]2[C:14]3[CH:15]=[N:16][N:17](C(=O)C(Br)(C)C)[C:13]=3[CH:12]=[C:11]([C:24]([F:27])([F:26])[F:25])[C:9]=2[N:10]=1)=[O:4].O1CCCC1.C(O)CO.C(N(CC)CC)C. Product: [Br:1][C:2]([CH3:29])([CH3:28])[C:3]([NH:5][C:6]1[S:7][C:8]2[C:14]3[CH:15]=[N:16][NH:17][C:13]=3[CH:12]=[C:11]([C:24]([F:25])([F:26])[F:27])[C:9]=2[N:10]=1)=[O:4]. The catalyst class is: 84. (10) Reactant: C(=O)([O-])[O-].[K+].[K+].Cl[C:8]1[C:17]2[C:12](=[CH:13][CH:14]=[C:15]([C:18]([F:21])([F:20])[F:19])[CH:16]=2)[N:11]=[CH:10][CH:9]=1.[CH3:22][O:23][C:24]([C:26]1[C:34]2[C:29](=[CH:30][CH:31]=[CH:32][CH:33]=2)[NH:28][CH:27]=1)=[O:25]. Product: [CH3:22][O:23][C:24]([C:26]1[C:34]2[C:29](=[CH:30][CH:31]=[CH:32][CH:33]=2)[N:28]([C:8]2[C:17]3[C:12](=[CH:13][CH:14]=[C:15]([C:18]([F:21])([F:20])[F:19])[CH:16]=3)[N:11]=[CH:10][CH:9]=2)[CH:27]=1)=[O:25]. The catalyst class is: 288.